Dataset: Reaction yield outcomes from USPTO patents with 853,638 reactions. Task: Predict the reaction yield, written as a fraction of the theoretical maximum amount of product (1.0 means a 100% yield; for example, 0.34 means a 34% yield). (1) The reactants are [Na].[CH2:2]([N:4]([C:21]1[CH:26]=[CH:25][CH:24]=[CH:23][CH:22]=1)[C:5]([C:7]1[C:8](=[O:20])[N:9]([CH3:19])[C:10]2[C:15]([C:16]=1[OH:17])=[C:14]([Cl:18])[CH:13]=[CH:12][CH:11]=2)=[O:6])[CH3:3].O.C([O-])(=O)C.[Ca+2:32].C([O-])(=O)C. The catalyst is C(O)C.O. The product is [Ca:32].[CH2:2]([N:4]([C:21]1[CH:26]=[CH:25][CH:24]=[CH:23][CH:22]=1)[C:5]([C:7]1[C:8](=[O:20])[N:9]([CH3:19])[C:10]2[C:15]([C:16]=1[OH:17])=[C:14]([Cl:18])[CH:13]=[CH:12][CH:11]=2)=[O:6])[CH3:3]. The yield is 0.980. (2) The reactants are Cl.Cl.[C:3]([C:7]1[CH:12]=[CH:11][CH:10]=[CH:9][C:8]=1[N:13]1[CH2:18][CH2:17][NH:16][CH2:15][CH2:14]1)([CH3:6])([CH3:5])[CH3:4].[CH2:19]([N:21]=[C:22]=[O:23])[CH3:20]. The catalyst is N1C=CC=CC=1. The product is [C:3]([C:7]1[CH:12]=[CH:11][CH:10]=[CH:9][C:8]=1[N:13]1[CH2:18][CH2:17][N:16]([C:22]([NH:21][CH2:19][CH3:20])=[O:23])[CH2:15][CH2:14]1)([CH3:6])([CH3:4])[CH3:5]. The yield is 0.770. (3) The reactants are [CH3:1][C:2]1([CH3:32])[CH2:5][CH:4]([CH:6]([NH:20][C:21]2[CH:22]=[N:23][C:24]3[C:29]([CH:30]=2)=[CH:28][CH:27]=[C:26]([F:31])[CH:25]=3)[C:7]2[CH:19]=[CH:18][C:10]([C:11]([O:13]C(C)(C)C)=[O:12])=[CH:9][CH:8]=2)[CH2:3]1.FC(F)(F)C(O)=O. The catalyst is C(Cl)Cl. The product is [CH3:1][C:2]1([CH3:32])[CH2:3][CH:4]([CH:6]([NH:20][C:21]2[CH:22]=[N:23][C:24]3[C:29]([CH:30]=2)=[CH:28][CH:27]=[C:26]([F:31])[CH:25]=3)[C:7]2[CH:19]=[CH:18][C:10]([C:11]([OH:13])=[O:12])=[CH:9][CH:8]=2)[CH2:5]1. The yield is 0.990. (4) The yield is 0.670. The product is [F:1][C:2]([F:35])([F:34])[C:3]1[CH:4]=[C:5]([C:13]([CH3:33])([CH3:32])[C:14]([N:16]([C:18]2[CH:19]=[N:20][C:21]([N:25]3[CH2:30][CH2:29][N:28]([CH3:31])[CH2:27][CH2:26]3)=[CH:22][C:23]=2[C:64]2[CH:65]=[CH:66][CH:67]=[CH:68][C:63]=2[CH:61]=[O:62])[CH3:17])=[O:15])[CH:6]=[C:7]([C:9]([F:12])([F:11])[F:10])[CH:8]=1. The reactants are [F:1][C:2]([F:35])([F:34])[C:3]1[CH:4]=[C:5]([C:13]([CH3:33])([CH3:32])[C:14]([N:16]([C:18]2[CH:19]=[N:20][C:21]([N:25]3[CH2:30][CH2:29][N:28]([CH3:31])[CH2:27][CH2:26]3)=[CH:22][C:23]=2I)[CH3:17])=[O:15])[CH:6]=[C:7]([C:9]([F:12])([F:11])[F:10])[CH:8]=1.C(=O)([O-])[O-].[Na+].[Na+].C1(P(C2C=CC=CC=2)C2C=CC=CC=2)C=CC=CC=1.[CH:61]([C:63]1[CH:68]=[CH:67][CH:66]=[CH:65][C:64]=1B(O)O)=[O:62]. The catalyst is C(COC)OC.C([O-])(=O)C.[Pd+2].C([O-])(=O)C. (5) The reactants are [OH:1][C@H:2]([C:34]1[CH:39]=[CH:38][CH:37]=[CH:36][CH:35]=1)[CH2:3][NH:4][C:5]1[CH:10]=[CH:9][C:8]([CH2:11][CH2:12][NH:13][CH2:14][C@H:15]([OH:33])[C:16]2[CH:21]=[CH:20][C:19]([O:22]CC3C=CC=CC=3)=[C:18]([NH:30][CH:31]=[O:32])[CH:17]=2)=[CH:7][CH:6]=1.C. The catalyst is C(O)C. The product is [OH:1][C@H:2]([C:34]1[CH:35]=[CH:36][CH:37]=[CH:38][CH:39]=1)[CH2:3][NH:4][C:5]1[CH:10]=[CH:9][C:8]([CH2:11][CH2:12][NH:13][CH2:14][C@H:15]([OH:33])[C:16]2[CH:21]=[CH:20][C:19]([OH:22])=[C:18]([NH:30][CH:31]=[O:32])[CH:17]=2)=[CH:7][CH:6]=1. The yield is 0.910. (6) The reactants are [OH:1][C:2]1[CH:7]=[CH:6][C:5]([C:8](=[O:11])[CH2:9][CH3:10])=[CH:4][CH:3]=1.C(=O)([O-])[O-].[K+].[K+].[CH3:18][CH2:19][O:20][C:21]([CH2:23]Br)=[O:22]. The catalyst is CN(C=O)C. The product is [C:8]([C:5]1[CH:4]=[CH:3][C:2]([O:1][CH2:23][C:21]([O:20][CH2:19][CH3:18])=[O:22])=[CH:7][CH:6]=1)(=[O:11])[CH2:9][CH3:10]. The yield is 0.940. (7) The reactants are [F:1][C:2]1[CH:3]=[C:4]2[C:9](=[CH:10][CH:11]=1)[N:8]=[C:7]([C:12]1[CH:17]=[CH:16][CH:15]=[CH:14][C:13]=1[O:18][CH3:19])[NH:6][C:5]2=O.CN(C)C1C=CC=CC=1.P(Cl)(Cl)([Cl:32])=O.[OH-].[Na+]. The catalyst is C1C=CC=CC=1.ClCCl. The product is [Cl:32][C:5]1[C:4]2[C:9](=[CH:10][CH:11]=[C:2]([F:1])[CH:3]=2)[N:8]=[C:7]([C:12]2[CH:17]=[CH:16][CH:15]=[CH:14][C:13]=2[O:18][CH3:19])[N:6]=1. The yield is 0.760.